From a dataset of Full USPTO retrosynthesis dataset with 1.9M reactions from patents (1976-2016). Predict the reactants needed to synthesize the given product. (1) Given the product [Cl:18][C:19]1[CH:24]=[C:23]([C:25]2([C:27]([F:28])([F:29])[F:30])[O:14][N:8]=[C:6]([C:5]3[CH:4]=[C:3]([CH:12]=[CH:11][CH:10]=3)[C:1]#[N:2])[CH2:26]2)[CH:22]=[C:21]([Cl:31])[CH:20]=1, predict the reactants needed to synthesize it. The reactants are: [C:1]([C:3]1[CH:4]=[C:5]([CH:10]=[CH:11][CH:12]=1)[C:6]([NH:8]Cl)=O)#[N:2].C([O-])(O)=[O:14].[Na+].[Cl:18][C:19]1[CH:24]=[C:23]([C:25]([C:27]([F:30])([F:29])[F:28])=[CH2:26])[CH:22]=[C:21]([Cl:31])[CH:20]=1. (2) Given the product [OH:19][CH2:18][CH2:17][NH:16][C:14]([C:10]1[CH:9]=[C:8]2[C:13](=[CH:12][CH:11]=1)[N:4]([CH2:3][CH2:2][N:40]1[CH2:41][CH:42]=[C:37]([C:32]3[C:31]4[C:35](=[CH:36][C:28]([F:27])=[CH:29][CH:30]=4)[NH:34][CH:33]=3)[CH2:38][CH2:39]1)[CH2:5][CH2:6][CH2:7]2)=[O:15], predict the reactants needed to synthesize it. The reactants are: O=[CH:2][CH2:3][N:4]1[C:13]2[C:8](=[CH:9][C:10]([C:14]([NH:16][CH2:17][CH2:18][O:19][Si](C(C)(C)C)(C)C)=[O:15])=[CH:11][CH:12]=2)[CH2:7][CH2:6][CH2:5]1.[F:27][C:28]1[CH:36]=[C:35]2[C:31]([C:32]([C:37]3[CH2:38][CH2:39][NH:40][CH2:41][CH:42]=3)=[CH:33][NH:34]2)=[CH:30][CH:29]=1.C(O)(=O)C.C([BH3-])#N.[Na+].